From a dataset of Peptide-MHC class I binding affinity with 185,985 pairs from IEDB/IMGT. Regression. Given a peptide amino acid sequence and an MHC pseudo amino acid sequence, predict their binding affinity value. This is MHC class I binding data. (1) The peptide sequence is YMRERFEPM. The MHC is HLA-C08:02 with pseudo-sequence HLA-C08:02. The binding affinity (normalized) is 0.0847. (2) The peptide sequence is TFATDFTFL. The MHC is Mamu-A01 with pseudo-sequence Mamu-A01. The binding affinity (normalized) is 0.355. (3) The peptide sequence is NWDWGVFFK. The MHC is HLA-A30:01 with pseudo-sequence HLA-A30:01. The binding affinity (normalized) is 0.255. (4) The peptide sequence is ELYPTVNTY. The MHC is HLA-A69:01 with pseudo-sequence HLA-A69:01. The binding affinity (normalized) is 0.115. (5) The peptide sequence is MMHASTSPF. The MHC is HLA-B27:05 with pseudo-sequence HLA-B27:05. The binding affinity (normalized) is 0.335.